This data is from Full USPTO retrosynthesis dataset with 1.9M reactions from patents (1976-2016). The task is: Predict the reactants needed to synthesize the given product. Given the product [N:30]1[CH:31]=[CH:32][C:27]([NH:26][C:23]2[C:24](=[O:25])[N:19]3[C:4]4([NH:3][C:2](=[O:1])[C:20]3=[CH:21][CH:22]=2)[CH2:8][CH2:7][NH:6][CH2:5]4)=[N:28][CH:29]=1, predict the reactants needed to synthesize it. The reactants are: [O:1]=[C:2]1[C:20]2=[CH:21][CH:22]=[C:23]([NH:26][C:27]3[CH:32]=[CH:31][N:30]=[CH:29][N:28]=3)[C:24](=[O:25])[N:19]2[C:4]2([CH2:8][CH2:7][N:6](C(OCC3C=CC=CC=3)=O)[CH2:5]2)[NH:3]1.